This data is from Full USPTO retrosynthesis dataset with 1.9M reactions from patents (1976-2016). The task is: Predict the reactants needed to synthesize the given product. (1) Given the product [Cl:8][C:6]1[N:5]=[CH:4][N:3]=[C:2]([NH:28][C:27]2[CH:26]=[CH:25][C:24]([N:21]3[CH2:22][CH2:23][O:18][CH2:19][CH2:20]3)=[CH:30][CH:29]=2)[N:7]=1, predict the reactants needed to synthesize it. The reactants are: Cl[C:2]1[N:7]=[C:6]([Cl:8])[N:5]=[CH:4][N:3]=1.C(N(CC)C(C)C)(C)C.[O:18]1[CH2:23][CH2:22][N:21]([C:24]2[CH:30]=[CH:29][C:27]([NH2:28])=[CH:26][CH:25]=2)[CH2:20][CH2:19]1. (2) Given the product [CH3:9][C:8]([CH3:11])([O:7][C:5](=[O:6])[NH:4][CH:3]([C@H:12]1[CH2:17][CH2:16][C@H:15]([CH2:18][C:19]([O:21][CH2:22][CH3:23])=[O:20])[CH2:14][CH2:13]1)[CH2:2][NH:1][C:29](=[O:30])[O:28][C:24]([CH3:27])([CH3:26])[CH3:25])[CH3:10], predict the reactants needed to synthesize it. The reactants are: [NH2:1][CH2:2][CH:3]([C@H:12]1[CH2:17][CH2:16][C@H:15]([CH2:18][C:19]([O:21][CH2:22][CH3:23])=[O:20])[CH2:14][CH2:13]1)[NH:4][C:5]([O:7][C:8]([CH3:11])([CH3:10])[CH3:9])=[O:6].[C:24]([O:28][C:29](O[C:29]([O:28][C:24]([CH3:27])([CH3:26])[CH3:25])=[O:30])=[O:30])([CH3:27])([CH3:26])[CH3:25].